Dataset: Forward reaction prediction with 1.9M reactions from USPTO patents (1976-2016). Task: Predict the product of the given reaction. (1) Given the reactants [C:1]([C:4]1[CH:5]=[N:6][CH:7]=[CH:8][C:9]=1[CH2:10][CH:11]1[CH2:19][C:18]2[C:13](=[CH:14][CH:15]=[C:16]([O:20][CH3:21])[CH:17]=2)[C:12]1=[O:22])(=[O:3])[CH3:2].[CH3:23][C:24]1[CH:31]=[CH:30][CH:29]=[CH:28][C:25]=1[CH2:26][Br:27], predict the reaction product. The product is: [Br-:27].[C:1]([C:4]1[CH:5]=[N+:6]([CH2:23][C:24]2[CH:31]=[CH:30][CH:29]=[CH:28][C:25]=2[CH3:26])[CH:7]=[CH:8][C:9]=1[CH2:10][CH:11]1[CH2:19][C:18]2[C:13](=[CH:14][CH:15]=[C:16]([O:20][CH3:21])[CH:17]=2)[C:12]1=[O:22])(=[O:3])[CH3:2]. (2) Given the reactants [N:1]1([CH2:6][CH2:7][N:8]2[C:16]3[C:11](=[CH:12][CH:13]=[C:14]([NH2:17])[CH:15]=3)[CH:10]=[N:9]2)[CH2:5][CH2:4][CH2:3][CH2:2]1.[CH:18]1[C:27]2[C:22](=[CH:23][CH:24]=[CH:25][CH:26]=2)[CH:21]=[CH:20][C:19]=1[S:28][CH2:29][CH2:30][C:31](O)=[O:32], predict the reaction product. The product is: [CH:18]1[C:27]2[C:22](=[CH:23][CH:24]=[CH:25][CH:26]=2)[CH:21]=[CH:20][C:19]=1[S:28][CH2:29][CH2:30][C:31]([NH:17][C:14]1[CH:15]=[C:16]2[C:11]([CH:10]=[N:9][N:8]2[CH2:7][CH2:6][N:1]2[CH2:5][CH2:4][CH2:3][CH2:2]2)=[CH:12][CH:13]=1)=[O:32]. (3) The product is: [CH2:1]([N:5]1[CH:9]=[C:8]([C:10]([NH:21][CH2:20][C:15]2[CH:16]=[CH:17][CH:18]=[CH:19][N:14]=2)=[O:12])[N:7]=[N:6]1)[CH2:2][C:3]#[CH:4]. Given the reactants [CH2:1]([N:5]1[CH:9]=[C:8]([C:10]([O:12]C)=O)[N:7]=[N:6]1)[CH2:2][C:3]#[CH:4].[N:14]1[CH:19]=[CH:18][CH:17]=[CH:16][C:15]=1[CH2:20][NH2:21], predict the reaction product. (4) Given the reactants Cl.[Cl:2][C:3]1[CH:4]=[C:5]([OH:28])[CH:6]=[CH:7][C:8]=1[C:9]1[N:13]([CH3:14])[C:12]([C:15]([CH3:27])([O:17][C:18]2[C:23]([F:24])=[CH:22][C:21]([F:25])=[CH:20][C:19]=2[F:26])[CH3:16])=[N:11][N:10]=1.C(=O)([O-])[O-].[K+].[K+].Br[CH2:36][C:37]([NH2:39])=[O:38].O, predict the reaction product. The product is: [ClH:2].[Cl:2][C:3]1[CH:4]=[C:5]([CH:6]=[CH:7][C:8]=1[C:9]1[N:13]([CH3:14])[C:12]([C:15]([CH3:16])([O:17][C:18]2[C:23]([F:24])=[CH:22][C:21]([F:25])=[CH:20][C:19]=2[F:26])[CH3:27])=[N:11][N:10]=1)[O:28][CH2:36][C:37]([NH2:39])=[O:38]. (5) Given the reactants [CH2:1]([O:8][C:9](=[O:29])[CH2:10][C:11]1[CH:12]=[CH:13][C:14]([O:20][CH2:21][C:22]2[C:23]([CH3:28])=[N:24][O:25][C:26]=2[CH3:27])=[C:15]([CH:19]=1)[C:16]([OH:18])=[O:17])[C:2]1[CH:7]=[CH:6][CH:5]=[CH:4][CH:3]=1.IC.[C:32]([O-])([O-])=O.[Na+].[Na+], predict the reaction product. The product is: [CH2:1]([O:8][C:9](=[O:29])[CH2:10][C:11]1[CH:12]=[CH:13][C:14]([O:20][CH2:21][C:22]2[C:23]([CH3:28])=[N:24][O:25][C:26]=2[CH3:27])=[C:15]([CH:19]=1)[C:16]([O:18][CH3:32])=[O:17])[C:2]1[CH:7]=[CH:6][CH:5]=[CH:4][CH:3]=1. (6) Given the reactants Br[C:2]1[CH:3]=[C:4]([NH:19][C:20](=[O:22])[CH3:21])[CH:5]=[C:6]([NH:8][C:9]2[N:14]=[C:13]([C:15]([F:18])([F:17])[F:16])[CH:12]=[CH:11][N:10]=2)[CH:7]=1.C[Si](C)(C)[C:25]1[S:26][C:27]([Sn](C)(C)C)=[CH:28][N:29]=1, predict the reaction product. The product is: [S:26]1[C:27]([C:2]2[CH:3]=[C:4]([NH:19][C:20](=[O:22])[CH3:21])[CH:5]=[C:6]([NH:8][C:9]3[N:14]=[C:13]([C:15]([F:18])([F:17])[F:16])[CH:12]=[CH:11][N:10]=3)[CH:7]=2)=[CH:28][N:29]=[CH:25]1.